Dataset: Reaction yield outcomes from USPTO patents with 853,638 reactions. Task: Predict the reaction yield, written as a fraction of the theoretical maximum amount of product (1.0 means a 100% yield; for example, 0.34 means a 34% yield). (1) The reactants are F[B-](F)(F)F.[Cl:6][C:7]1[CH:12]=[CH:11]C([N+]#N)=C[N:8]=1.F[C:16]([F:21])(F)[C:17](O)=O.[OH:22]O. The catalyst is CCCCCCC. The product is [Cl:6][C:7]1[CH:12]=[CH:11][C:16]([F:21])=[CH:17][N+:8]=1[O-:22]. The yield is 0.730. (2) The reactants are [OH:1][C:2]1[C:3]([O:13][CH3:14])=[C:4]([NH:8][S:9]([CH3:12])(=[O:11])=[O:10])[CH:5]=[CH:6][CH:7]=1.F[C:16]1[CH:21]=[CH:20][C:19]([F:22])=[CH:18][C:17]=1[N+:23]([O-:25])=[O:24].[NH2:26][C:27]1[CH:46]=[C:45]([F:47])[CH:44]=[CH:43][C:28]=1[O:29][C:30]1[C:31]([O:41][CH3:42])=[C:32]([NH:36][S:37]([CH3:40])(=[O:39])=[O:38])[CH:33]=[CH:34][CH:35]=1.[NH2:48][C:49]1[S:50][CH:51]=[CH:52][N:53]=1. No catalyst specified. The product is [F:22][C:19]1[CH:20]=[CH:21][C:16]([O:1][C:2]2[C:3]([O:13][CH3:14])=[C:4]([NH:8][S:9]([CH3:12])(=[O:11])=[O:10])[CH:5]=[CH:6][CH:7]=2)=[C:17]([N+:23]([O-:25])=[O:24])[CH:18]=1.[F:47][C:45]1[CH:44]=[CH:43][C:28]([O:29][C:30]2[C:31]([O:41][CH3:42])=[C:32]([NH:36][S:37]([CH3:40])(=[O:38])=[O:39])[CH:33]=[CH:34][CH:35]=2)=[C:27]([NH:26][C:2]([NH:48][C:49]2[S:50][CH:51]=[CH:52][N:53]=2)=[O:1])[CH:46]=1. The yield is 0.480. (3) The reactants are Cl[C:2]1[N:11]=[C:10]([Cl:12])[CH:9]=[CH:8][C:3]=1[C:4]([O:6][CH3:7])=[O:5].[NH3:13]. The catalyst is CC(C)=O.CO. The product is [NH2:13][C:2]1[N:11]=[C:10]([Cl:12])[CH:9]=[CH:8][C:3]=1[C:4]([O:6][CH3:7])=[O:5]. The yield is 0.750. (4) The reactants are C(N(CC)CC)C.C1(P(C2C=CC=CC=2)C2C=CC=CC=2)C=CC=CC=1.[CH3:27][S:28]([OH:31])(=[O:30])=[O:29].O[C@H:33]1[CH2:37][N:36]([S:38]([C:41]2[CH:50]=[CH:49][C:48]3[C:43](=[CH:44][CH:45]=[CH:46][CH:47]=3)[CH:42]=2)(=[O:40])=[O:39])[C@H:35]([CH2:51][N:52]2[C:60](=[O:61])[C:59]3[C:54](=[CH:55][CH:56]=[CH:57][CH:58]=3)[C:53]2=[O:62])[CH2:34]1.CC(OC(/N=N/C(OC(C)C)=O)=O)C. The catalyst is C1(C)C=CC=CC=1.C1(C)C=CC=CC=1.C1COCC1.CCOC(C)=O.O. The product is [O:61]=[C:60]1[C:59]2[C:54](=[CH:55][CH:56]=[CH:57][CH:58]=2)[C:53](=[O:62])[N:52]1[CH2:51][C@H:35]1[N:36]([S:38]([C:41]2[CH:50]=[CH:49][C:48]3[C:43](=[CH:44][CH:45]=[CH:46][CH:47]=3)[CH:42]=2)(=[O:40])=[O:39])[CH2:37][C@H:33]([O:29][S:28]([CH3:27])(=[O:31])=[O:30])[CH2:34]1. The yield is 0.900. (5) The reactants are P(Cl)(Cl)(Cl)=O.[Br:6][C:7]1[CH:8]=[C:9]([Cl:16])[CH:10]=[C:11]2[C:15]=1[NH:14][CH:13]=[CH:12]2.CN([CH:20]=[O:21])C. No catalyst specified. The product is [Br:6][C:7]1[CH:8]=[C:9]([Cl:16])[CH:10]=[C:11]2[C:15]=1[NH:14][CH:13]=[C:12]2[CH:20]=[O:21]. The yield is 0.820. (6) The yield is 0.570. The product is [CH2:25]([O:27][C:28](=[O:42])[CH2:29][O:30][C:31]1[CH:36]=[CH:35][C:34]([CH2:37][CH2:38][CH2:39][CH2:40][NH:41][C:14]([NH2:17])=[N:13][C:11]([C:4]2[C:3]([NH2:2])=[N:8][C:7]([NH2:9])=[C:6]([Cl:10])[N:5]=2)=[O:12])=[CH:33][CH:32]=1)[CH3:26]. The reactants are I.[NH2:2][C:3]1[C:4]([C:11]([NH:13][C:14](=[NH:17])SC)=[O:12])=[N:5][C:6]([Cl:10])=[C:7]([NH2:9])[N:8]=1.C(N(CC)CC)C.[CH2:25]([O:27][C:28](=[O:42])[CH2:29][O:30][C:31]1[CH:36]=[CH:35][C:34]([CH2:37][CH2:38][CH2:39][CH2:40][NH2:41])=[CH:33][CH:32]=1)[CH3:26]. The catalyst is C1COCC1.